From a dataset of Experimentally validated miRNA-target interactions with 360,000+ pairs, plus equal number of negative samples. Binary Classification. Given a miRNA mature sequence and a target amino acid sequence, predict their likelihood of interaction. (1) Result: 1 (interaction). The miRNA is hsa-miR-4728-5p with sequence UGGGAGGGGAGAGGCAGCAAGCA. The protein sequence of the target gene is MSKGPGPGGSAASSAPPAATAQVLQAQPEKPQHYTYLKEFRTEQCPLFVQHKCTQHRPYTCFHWHFVNQRRRRSIRRRDGTFNYSPDVYCTKYDEATGLCPEGDECPFLHRTTGDTERRYHLRYYKTGICIHETDSKGNCTKNGLHCAFAHGPHDLRSPVYDIRELQAMEALQNGQTTVEGSIEGQSAGAASHAMIEKILSEEPRWQETAYVLGNYKTEPCKKPPRLCRQGYACPYYHNSKDRRRSPRKHKYRSSPCPNVKHGDEWGDPGKCENGDACQYCHTRTEQQFHPEIYKSTKCN.... (2) The miRNA is mmu-miR-871-5p with sequence UAUUCAGAUUAGUGCCAGUCAUG. The protein sequence of the target gene is MKVVPEKNAVRILWGRERGTRAMGAQRLLQELVEDKTRWMKWEGKRVELPDSPRSTFLLAFSPDRTLLASTHVNHNIYITEVKTGKCVHSLIGHRRTPWCVTFHPTISGLIASGCLDGEVRIWDLHGGSESWFTDSNNAIASLAFHPTAQLLLIATANEIHFWDWSRREPFAVVKTASEMERVRLVRFDPLGHYLLTAIVNPSNQQGDDEPEIPIDGTELSHYRQRALLQSQPVRRTPLLHNFLHMLSSRSSGIQVGEQSTVQDSATPSPPPPPPQPSTERPRTSAYIRLRQRVSYPTTV.... Result: 0 (no interaction).